Dataset: Forward reaction prediction with 1.9M reactions from USPTO patents (1976-2016). Task: Predict the product of the given reaction. (1) Given the reactants [OH:1][CH2:2][C:3]1[N:8]=[CH:7][C:6](B(O)O)=[CH:5][CH:4]=1.C(=O)([O-])[O-].[Cs+].[Cs+].ClCCl.FC(F)(F)S(O[C:27]1[C:39]2[C:38]3[C:33](=[CH:34][CH:35]=[CH:36][CH:37]=3)[NH:32][C:31]=2[CH:30]=[CH:29][CH:28]=1)(=O)=O, predict the reaction product. The product is: [CH:30]1[C:31]2[NH:32][C:33]3[C:38](=[CH:37][CH:36]=[CH:35][CH:34]=3)[C:39]=2[C:27]([C:6]2[CH:5]=[CH:4][C:3]([CH2:2][OH:1])=[N:8][CH:7]=2)=[CH:28][CH:29]=1. (2) Given the reactants [F:1][C:2]([F:7])([F:6])[C:3]([OH:5])=[O:4].[Cl:8][C:9]1[C:14]([Cl:15])=[C:13]([O:16][CH2:17][C@H:18]([OH:34])[CH2:19][NH:20][C:21]([CH3:33])([CH3:32])[CH2:22][CH:23]2[CH2:31][C:30]3[C:25](=[CH:26][CH:27]=[CH:28][CH:29]=3)[CH2:24]2)[CH:12]=[CH:11][C:10]=1[CH:35]([CH2:39][CH:40]=[CH2:41])[C:36]([OH:38])=[O:37].S(=O)(=O)(O)O, predict the reaction product. The product is: [F:1][C:2]([F:7])([F:6])[C:3]([OH:5])=[O:4].[CH2:2]([O:37][C:36](=[O:38])[CH:35]([C:10]1[CH:11]=[CH:12][C:13]([O:16][CH2:17][C@H:18]([OH:34])[CH2:19][NH:20][C:21]([CH3:33])([CH3:32])[CH2:22][CH:23]2[CH2:31][C:30]3[C:25](=[CH:26][CH:27]=[CH:28][CH:29]=3)[CH2:24]2)=[C:14]([Cl:15])[C:9]=1[Cl:8])[CH2:39][CH:40]=[CH2:41])[CH3:3]. (3) Given the reactants [CH2:1]([O:4][C:5]1[CH:10]=[CH:9][C:8]([N+:11]([O-])=O)=[CH:7][CH:6]=1)[C:2]#[CH:3].[NH4+].[Cl-], predict the reaction product. The product is: [CH2:1]([O:4][C:5]1[CH:10]=[CH:9][C:8]([NH2:11])=[CH:7][CH:6]=1)[C:2]#[CH:3]. (4) The product is: [CH3:1][O:2][C:3]([C@@H:5]1[CH2:9][C@H:8]([O:10][Si:27]([C:23]([CH3:26])([CH3:25])[CH3:24])([C:34]2[CH:35]=[CH:36][CH:37]=[CH:38][CH:39]=2)[C:28]2[CH:33]=[CH:32][CH:31]=[CH:30][CH:29]=2)[CH2:7][N:6]1[C:11]([O:13][C:14]([CH3:17])([CH3:16])[CH3:15])=[O:12])=[O:4]. Given the reactants [CH3:1][O:2][C:3]([C@@H:5]1[CH2:9][C@H:8]([OH:10])[CH2:7][N:6]1[C:11]([O:13][C:14]([CH3:17])([CH3:16])[CH3:15])=[O:12])=[O:4].N1C=CN=C1.[C:23]([Si:27](Cl)([C:34]1[CH:39]=[CH:38][CH:37]=[CH:36][CH:35]=1)[C:28]1[CH:33]=[CH:32][CH:31]=[CH:30][CH:29]=1)([CH3:26])([CH3:25])[CH3:24], predict the reaction product. (5) Given the reactants Cl[C:2]1[N:3]=[CH:4][C:5]([C:8]([O:10][CH3:11])=[O:9])=[N:6][CH:7]=1.[F:12][C:13]([F:17])([F:16])[CH2:14][OH:15].C(=O)([O-])[O-].[K+].[K+], predict the reaction product. The product is: [F:12][C:13]([F:17])([F:16])[CH2:14][O:15][C:2]1[N:3]=[CH:4][C:5]([C:8]([O:10][CH3:11])=[O:9])=[N:6][CH:7]=1. (6) The product is: [NH2:34][C:32]1[S:33][CH:2]=[C:3]([C:5]2[N:6]=[C:7]([NH:20][C:21](=[O:30])[C:22]3[C:27]([F:28])=[CH:26][CH:25]=[CH:24][C:23]=3[F:29])[S:8][C:9]=2[C:10]2[CH:15]=[CH:14][CH:13]=[C:12]([C:16]([F:19])([F:18])[F:17])[CH:11]=2)[N:31]=1. Given the reactants Br[CH2:2][C:3]([C:5]1[N:6]=[C:7]([NH:20][C:21](=[O:30])[C:22]2[C:27]([F:28])=[CH:26][CH:25]=[CH:24][C:23]=2[F:29])[S:8][C:9]=1[C:10]1[CH:15]=[CH:14][CH:13]=[C:12]([C:16]([F:19])([F:18])[F:17])[CH:11]=1)=O.[NH2:31][C:32]([NH2:34])=[S:33].FC1C=CC=C(F)C=1C(NC1SC(C2C=CC=C(C(F)(F)F)C=2)=C(C2N=C(C)SC=2)N=1)=O, predict the reaction product. (7) Given the reactants Cl.O.[NH:3]1[CH2:8][CH2:7][C:6](=[O:9])[CH2:5][CH2:4]1.C(=O)([O-])[O-].[K+].[K+].Cl[CH2:17][CH2:18][C:19]([O:21][CH2:22][CH3:23])=[O:20], predict the reaction product. The product is: [O:9]=[C:6]1[CH2:7][CH2:8][N:3]([CH2:17][CH2:18][C:19]([O:21][CH2:22][CH3:23])=[O:20])[CH2:4][CH2:5]1. (8) Given the reactants [CH:1]1([N:5]2[CH2:10][CH2:9][N:8]([C:11]3[N:12]=[CH:13][C:14]4[CH2:20][CH2:19][NH:18][CH2:17][CH2:16][C:15]=4[N:21]=3)[CH2:7][CH2:6]2)[CH2:4][CH2:3][CH2:2]1.[F:22][C:23]1[CH:31]=[CH:30][C:26]([C:27](Cl)=[O:28])=[CH:25][CH:24]=1, predict the reaction product. The product is: [CH:1]1([N:5]2[CH2:6][CH2:7][N:8]([C:11]3[N:12]=[CH:13][C:14]4[CH2:20][CH2:19][N:18]([C:27]([C:26]5[CH:30]=[CH:31][C:23]([F:22])=[CH:24][CH:25]=5)=[O:28])[CH2:17][CH2:16][C:15]=4[N:21]=3)[CH2:9][CH2:10]2)[CH2:4][CH2:3][CH2:2]1.